From a dataset of Full USPTO retrosynthesis dataset with 1.9M reactions from patents (1976-2016). Predict the reactants needed to synthesize the given product. (1) Given the product [CH2:1]([N:4]1[CH2:9][CH:8]2[C:6]([C:13]3[CH:18]=[CH:17][C:16]([N:19]4[CH2:23][CH2:22][CH2:21][CH2:20]4)=[CH:15][CH:14]=3)([CH:7]2[CH2:10][O:11][CH3:12])[CH2:5]1)[CH3:2], predict the reactants needed to synthesize it. The reactants are: [C:1]([N:4]1[CH2:9][CH:8]2[C:6]([C:13]3[CH:18]=[CH:17][C:16]([N:19]4[CH2:23][CH2:22][CH2:21][C:20]4=O)=[CH:15][CH:14]=3)([CH:7]2[CH2:10][O:11][CH3:12])[CH2:5]1)(=O)[CH3:2].B(F)(F)F.CCOCC.S(C)C.CO. (2) Given the product [OH:1][C:2]1[C:7]([OH:8])=[CH:6][C:5]([C:10]#[N:11])=[C:4]([C:12]2[CH:17]=[CH:16][CH:15]=[CH:14][CH:13]=2)[C:3]=1[C:18]#[N:19], predict the reactants needed to synthesize it. The reactants are: [OH:1][C:2]1[C:7]([O:8]C)=[CH:6][C:5]([C:10]#[N:11])=[C:4]([C:12]2[CH:17]=[CH:16][CH:15]=[CH:14][CH:13]=2)[C:3]=1[C:18]#[N:19].B(Br)(Br)Br.CO. (3) Given the product [C:13]1([CH:10]2[O:6][CH:2]([CH2:1][OH:7])[CH2:3][CH2:4][O:5]2)[CH:18]=[CH:17][CH:16]=[CH:15][CH:14]=1, predict the reactants needed to synthesize it. The reactants are: [CH2:1]([OH:7])[CH:2]([OH:6])[CH2:3][CH2:4][OH:5].CO[CH:10]([C:13]1[CH:18]=[CH:17][CH:16]=[CH:15][CH:14]=1)OC.CC1(C)C2(CS(O)(=O)=O)C(CC1CC2)=O. (4) Given the product [CH3:17][C:18]1[O:22][C:21]([C:2]2[N:3]=[CH:4][N:5]([C:7]3[CH:8]=[C:9]([NH:13][C:14](=[O:16])[CH3:15])[CH:10]=[CH:11][CH:12]=3)[CH:6]=2)=[CH:20][CH:19]=1, predict the reactants needed to synthesize it. The reactants are: Br[C:2]1[N:3]=[CH:4][N:5]([C:7]2[CH:8]=[C:9]([NH:13][C:14](=[O:16])[CH3:15])[CH:10]=[CH:11][CH:12]=2)[CH:6]=1.[CH3:17][C:18]1[O:22][C:21](B(O)O)=[CH:20][CH:19]=1.C([O-])([O-])=O.[Cs+].[Cs+].C(O)CCO. (5) Given the product [N+:22]([C:25]1[CH:43]=[CH:42][C:28]([CH2:29][O:30][C:31]([C:33]2[N:34]3[C@H:37]([S:38][CH:39]=2)[C:36]([CH:17]([O:18][C:44](=[O:46])[CH3:45])[C:15]2[N:16]=[C:10]4[CH2:9][N:8]([CH2:1][C:2]5[CH:7]=[CH:6][CH:5]=[CH:4][CH:3]=5)[CH2:13][CH2:12][N:11]4[CH:14]=2)([Br:40])[C:35]3=[O:41])=[O:32])=[CH:27][CH:26]=1)([O-:24])=[O:23], predict the reactants needed to synthesize it. The reactants are: [CH2:1]([N:8]1[CH2:13][CH2:12][N:11]2[CH:14]=[C:15]([CH:17]=[O:18])[N:16]=[C:10]2[CH2:9]1)[C:2]1[CH:7]=[CH:6][CH:5]=[CH:4][CH:3]=1.[Mg+2].[Br-].[Br-].[N+:22]([C:25]1[CH:43]=[CH:42][C:28]([CH2:29][O:30][C:31]([C:33]2[N:34]3[C@H:37]([S:38][CH:39]=2)[C@@H:36]([Br:40])[C:35]3=[O:41])=[O:32])=[CH:27][CH:26]=1)([O-:24])=[O:23].[C:44](OC(=O)C)(=[O:46])[CH3:45]. (6) The reactants are: [NH2:1][C:2]1[CH:7]=[C:6]([F:8])[C:5]([CH:9]([CH3:13])[C:10]([OH:12])=[O:11])=[C:4]([F:14])[CH:3]=1.O[CH2:16][CH:17]([CH2:19]O)O.[N+]([C:24]1C=CC=CC=1)([O-])=O.S(=O)(=O)(O)O.S(Cl)(Cl)=O. Given the product [F:14][C:4]1[C:5]([CH:9]([CH3:13])[C:10]([O:12][CH3:24])=[O:11])=[C:6]([F:8])[CH:7]=[C:2]2[C:3]=1[CH:16]=[CH:17][CH:19]=[N:1]2, predict the reactants needed to synthesize it. (7) Given the product [CH2:1]([C:8]1[CH:15]=[CH:14][C:11]([CH2:12][N:19]2[CH:20]=[CH:21][CH:22]=[C:23]([C:24]([O:26][CH3:27])=[O:25])[C:18]2=[O:17])=[CH:10][CH:9]=1)[C:2]1[CH:7]=[CH:6][CH:5]=[CH:4][CH:3]=1, predict the reactants needed to synthesize it. The reactants are: [CH2:1]([C:8]1[CH:15]=[CH:14][C:11]([CH2:12]Cl)=[CH:10][CH:9]=1)[C:2]1[CH:7]=[CH:6][CH:5]=[CH:4][CH:3]=1.Cl.[O:17]=[C:18]1[C:23]([C:24]([O:26][CH3:27])=[O:25])=[CH:22][CH:21]=[CH:20][NH:19]1.[H-].[Na+].